Task: Predict which catalyst facilitates the given reaction.. Dataset: Catalyst prediction with 721,799 reactions and 888 catalyst types from USPTO (1) Reactant: Cl.[F:2][C:3]1[CH:8]=[CH:7][C:6]([CH:9]([C:17]2[CH:22]=[CH:21][C:20]([F:23])=[CH:19][CH:18]=2)[CH:10]2[C:15](=[O:16])[CH2:14][CH2:13][NH:12][CH2:11]2)=[CH:5][CH:4]=1.[C:24]([C:26]1[CH:33]=[CH:32][CH:31]=[CH:30][C:27]=1[CH2:28]Br)#[N:25].C(=O)([O-])[O-].[K+].[K+]. Product: [F:2][C:3]1[CH:8]=[CH:7][C:6]([CH:9]([C:17]2[CH:18]=[CH:19][C:20]([F:23])=[CH:21][CH:22]=2)[CH:10]2[C:15](=[O:16])[CH2:14][CH2:13][N:12]([CH2:28][C:27]3[CH:30]=[CH:31][CH:32]=[CH:33][C:26]=3[C:24]#[N:25])[CH2:11]2)=[CH:5][CH:4]=1. The catalyst class is: 9. (2) Reactant: [NH2:1][C:2]1[N:3]=[C:4]([N:9]2[CH2:14][CH2:13][O:12][CH2:11][CH2:10]2)[S:5][C:6]=1[C:7]#[N:8].[C:15](Cl)(=[O:17])[CH3:16]. Product: [C:7]([C:6]1[S:5][C:4]([N:9]2[CH2:14][CH2:13][O:12][CH2:11][CH2:10]2)=[N:3][C:2]=1[NH:1][C:15](=[O:17])[CH3:16])#[N:8]. The catalyst class is: 17. (3) Reactant: [H-].[Al+3].[Li+].[H-].[H-].[H-].[C:7]([N:15]1[CH2:20][CH2:19][C:18]([C:23]2[CH:28]=[CH:27][CH:26]=[C:25]([O:29][CH3:30])[CH:24]=2)([C:21]#[N:22])[CH2:17][CH2:16]1)(=O)[C:8]1[CH:13]=[CH:12][CH:11]=[CH:10][CH:9]=1.N. Product: [CH2:7]([N:15]1[CH2:20][CH2:19][C:18]([CH2:21][NH2:22])([C:23]2[CH:28]=[CH:27][CH:26]=[C:25]([O:29][CH3:30])[CH:24]=2)[CH2:17][CH2:16]1)[C:8]1[CH:13]=[CH:12][CH:11]=[CH:10][CH:9]=1. The catalyst class is: 28. (4) Reactant: [Br:1][C:2]1[C:3]([F:11])=[C:4]([C:8](=[O:10])[CH3:9])[CH:5]=[CH:6][CH:7]=1.[B-](F)(F)(F)[F:13].[B-](F)(F)(F)F.C1[N+]2(CCl)CC[N+](F)(CC2)C1. Product: [Br:1][C:2]1[C:3]([F:11])=[C:4]([C:8](=[O:10])[CH2:9][F:13])[CH:5]=[CH:6][CH:7]=1. The catalyst class is: 5.